From a dataset of Full USPTO retrosynthesis dataset with 1.9M reactions from patents (1976-2016). Predict the reactants needed to synthesize the given product. (1) The reactants are: [NH:1]1[CH:5]=[N:4][CH:3]=[N:2]1.S(Cl)(Cl)=O.[CH3:10][O:11][C:12]1[CH:17]=[CH:16][C:15]([CH:18]2[CH2:27][CH:26](O)[C:25]3[C:20](=[CH:21][CH:22]=[CH:23][CH:24]=3)[NH:19]2)=[CH:14][CH:13]=1. Given the product [CH3:10][O:11][C:12]1[CH:13]=[CH:14][C:15]([CH:18]2[CH2:27][CH:26]([N:1]3[CH:5]=[N:4][CH:3]=[N:2]3)[C:25]3[C:20](=[CH:21][CH:22]=[CH:23][CH:24]=3)[NH:19]2)=[CH:16][CH:17]=1, predict the reactants needed to synthesize it. (2) Given the product [F:17][C:2]([F:1])([F:16])[C:3]1[CH:8]=[CH:7][C:6]([CH2:9][NH:10][C:31]([NH:30][C:6]2[C:9]3[NH:10][C:22](=[O:28])[O:23][C:24]=3[CH:3]=[CH:4][CH:5]=2)=[O:32])=[C:5]([N:11]2[CH2:15][CH2:14][CH2:13][CH2:12]2)[CH:4]=1, predict the reactants needed to synthesize it. The reactants are: [F:1][C:2]([F:17])([F:16])[C:3]1[CH:8]=[CH:7][C:6]([CH2:9][NH2:10])=[C:5]([N:11]2[CH2:15][CH2:14][CH2:13][CH2:12]2)[CH:4]=1.ClC(Cl)(O[C:22](=[O:28])[O:23][C:24](Cl)(Cl)Cl)Cl.[N-:30]=[C:31]=[O:32]. (3) Given the product [S:1]1[C:5]2[CH:6]=[C:7]([N:10]3[CH2:14][CH2:13][N:12]([C:17]4[CH:18]=[N:19][CH:20]=[C:21]([Cl:24])[C:22]=4[CH3:23])[C:11]3=[O:15])[CH:8]=[CH:9][C:4]=2[N:3]=[CH:2]1, predict the reactants needed to synthesize it. The reactants are: [S:1]1[C:5]2[CH:6]=[C:7]([N:10]3[CH2:14][CH2:13][NH:12][C:11]3=[O:15])[CH:8]=[CH:9][C:4]=2[N:3]=[CH:2]1.Br[C:17]1[CH:18]=[N:19][CH:20]=[C:21]([Cl:24])[C:22]=1[CH3:23].N[C@@H]1CCCC[C@H]1N.P([O-])([O-])([O-])=O.[K+].[K+].[K+]. (4) Given the product [C:34]([O:38][C:39]([N:41]1[CH2:44][C:43](=[CH:25][C:22]2[N:21]=[C:20]([C:14]3[CH:15]=[CH:16][CH:17]=[CH:18][CH:19]=3)[O:24][N:23]=2)[CH2:42]1)=[O:40])([CH3:37])([CH3:35])[CH3:36], predict the reactants needed to synthesize it. The reactants are: BrCC1C=C(C2OC=CC=2)N(C)N=1.[C:14]1([C:20]2[O:24][N:23]=[C:22]([CH2:25]P(=O)(OCC)OCC)[N:21]=2)[CH:19]=[CH:18][CH:17]=[CH:16][CH:15]=1.[C:34]([O:38][C:39]([N:41]1[C:44](=O)[CH2:43][CH2:42]1)=[O:40])([CH3:37])([CH3:36])[CH3:35]. (5) Given the product [CH2:25]([C:23]1[N:22]=[CH:21][N:20]([C:15]2[CH:14]=[C:9]3[C:10]4[C:5]([CH2:6][CH2:7][N:8]3[C:18](=[O:19])[CH2:17][N:16]=2)=[C:4]([CH:1]([OH:3])[CH3:2])[CH:13]=[CH:12][CH:11]=4)[CH:24]=1)[CH3:26], predict the reactants needed to synthesize it. The reactants are: [C:1]([C:4]1[CH:13]=[CH:12][CH:11]=[C:10]2[C:5]=1[CH2:6][CH2:7][N:8]1[C:18](=[O:19])[CH2:17][N:16]=[C:15]([N:20]3[CH:24]=[C:23]([CH2:25][CH3:26])[N:22]=[CH:21]3)[CH:14]=[C:9]12)(=[O:3])[CH3:2].[BH3-]C#N.[Na+]. (6) The reactants are: Cl[C:2]1[N:3]=[CH:4][C:5]2[N:11]([CH3:12])[C:10](=[O:13])[C:9]([F:15])([F:14])[CH2:8][N:7]([CH:16]3[CH2:20][CH2:19][CH2:18][CH2:17]3)[C:6]=2[N:21]=1.[NH2:22][C:23]1[CH:31]=[CH:30][C:26]([C:27]([OH:29])=[O:28])=[CH:25][C:24]=1[CH3:32].Cl. Given the product [CH:16]1([N:7]2[CH2:8][C:9]([F:15])([F:14])[C:10](=[O:13])[N:11]([CH3:12])[C:5]3[CH:4]=[N:3][C:2]([NH:22][C:23]4[CH:31]=[CH:30][C:26]([C:27]([OH:29])=[O:28])=[CH:25][C:24]=4[CH3:32])=[N:21][C:6]2=3)[CH2:20][CH2:19][CH2:18][CH2:17]1, predict the reactants needed to synthesize it. (7) Given the product [CH3:8][O:9][CH:10]=[C:37]([C:36]1[CH:35]=[CH:34][C:33]([C:40]2[CH:41]=[CH:42][C:43]([C:46]([F:47])([F:48])[F:49])=[CH:44][CH:45]=2)=[CH:32][C:31]=1[CH3:30])[CH3:38], predict the reactants needed to synthesize it. The reactants are: CC(C)([O-])C.[K+].[Cl-].[CH3:8][O:9][CH2:10][P+](C1C=CC=CC=1)(C1C=CC=CC=1)C1C=CC=CC=1.[CH3:30][C:31]1[CH:32]=[C:33]([C:40]2[CH:45]=[CH:44][C:43]([C:46]([F:49])([F:48])[F:47])=[CH:42][CH:41]=2)[CH:34]=[CH:35][C:36]=1[C:37](=O)[CH3:38].CCOC(C)=O.CCCCCC. (8) Given the product [F:17][C:14]1[CH:15]=[CH:16][C:11]2[O:10][CH2:9][CH:8]3[C:4]([CH2:1][CH2:2][CH2:3][OH:39])([C:24]4[CH:25]=[CH:26][CH:27]=[CH:28][CH:29]=4)[C:5]([C:18]([N:20]([O:22][CH3:23])[CH3:21])=[O:19])=[N:6][N:7]3[C:12]=2[CH:13]=1, predict the reactants needed to synthesize it. The reactants are: [CH2:1]([C:4]1([C:24]2[CH:29]=[CH:28][CH:27]=[CH:26][CH:25]=2)[CH:8]2[CH2:9][O:10][C:11]3[CH:16]=[CH:15][C:14]([F:17])=[CH:13][C:12]=3[N:7]2[N:6]=[C:5]1[C:18]([N:20]([O:22][CH3:23])[CH3:21])=[O:19])[CH:2]=[CH2:3].B1C2CCCC1CCC2.[OH-:39].[Na+].OO. (9) Given the product [NH2:26][N:7]1[C:8](=[O:13])[C:9]([CH:10]2[CH2:12][CH2:11]2)=[C:4]2[C:3]([CH3:18])=[C:2]([Cl:1])[C:16]([F:17])=[CH:15][N:5]2[C:6]1=[O:14], predict the reactants needed to synthesize it. The reactants are: [Cl:1][C:2]1[C:16]([F:17])=[CH:15][N:5]2[C:6](=[O:14])[NH:7][C:8](=[O:13])[C:9]([CH:10]3[CH2:12][CH2:11]3)=[C:4]2[C:3]=1[CH3:18].O1CCCC1.[H-].[Na+].[N+:26](C1C=C([N+]([O-])=O)C=CC=1NO)([O-])=O. (10) Given the product [C:1]([C:3]1[CH:8]=[C:7]([C:9]2[N:46]=[C:19]([O:21][C@@H:22]([C@@H:24]3[CH2:28][C:27](=[O:29])[NH:26][CH2:25]3)[CH3:23])[C:12]3[N:13]([CH:16]4[CH2:17][CH2:18]4)[CH:14]=[N:15][C:11]=3[CH:10]=2)[CH:6]=[CH:5][C:4]=1[N:30]1[CH2:31][CH2:32][N:33]([C:36]([O:38][C:39]([CH3:40])([CH3:41])[CH3:42])=[O:37])[CH2:34][CH2:35]1)#[N:2], predict the reactants needed to synthesize it. The reactants are: [C:1]([C:3]1[CH:8]=[C:7]([C:9]2C=[C:19]([O:21][C@@H:22]([C@@H:24]3[CH2:28][C:27](=[O:29])[NH:26][CH2:25]3)[CH3:23])[C:12]3[N:13]([CH:16]4[CH2:18][CH2:17]4)[CH:14]=[N:15][C:11]=3[CH:10]=2)[CH:6]=[CH:5][C:4]=1[N:30]1[CH2:35][CH2:34][N:33]([C:36]([O:38][C:39]([CH3:42])([CH3:41])[CH3:40])=[O:37])[CH2:32][CH2:31]1)#[N:2].C1([N:46]2C3C(O[C@@H]([C@@H]4CC(=O)NC4)C)=CC(C4C=CC(N5CCNCC5)=C(C=4)C#N)=CC=3N=C2)CC1.